This data is from Reaction yield outcomes from USPTO patents with 853,638 reactions. The task is: Predict the reaction yield, written as a fraction of the theoretical maximum amount of product (1.0 means a 100% yield; for example, 0.34 means a 34% yield). (1) The catalyst is O.C1C=CC(P(C2C=CC=CC=2)[C-]2C=CC=C2)=CC=1.C1C=CC(P(C2C=CC=CC=2)[C-]2C=CC=C2)=CC=1.Cl[Pd]Cl.[Fe+2].C(#N)C. The yield is 0.540. The reactants are Cl[C:2]1[CH:7]=[CH:6][N:5]=[C:4]([N:8]2[CH2:19][CH2:18][C:17]3[C:16]4[CH2:15][C:14]([CH3:21])([CH3:20])[CH2:13][C:12]=4[S:11][C:10]=3[C:9]2=[O:22])[C:3]=1[CH:23]=[O:24].[CH3:25][N:26]1[CH:31]=[C:30](B2OC(C)(C)C(C)(C)O2)[CH:29]=[C:28]([NH:41][C:42]2[CH:47]=[N:46][CH:45]=[CH:44][N:43]=2)[C:27]1=[O:48].[O-]P([O-])([O-])=O.[K+].[K+].[K+].O.O.O.C([O-])(=O)C.[Na+]. The product is [CH3:20][C:14]1([CH3:21])[CH2:13][C:12]2[S:11][C:10]3[C:9](=[O:22])[N:8]([C:4]4[C:3]([CH:23]=[O:24])=[C:2]([C:30]5[CH:29]=[C:28]([NH:41][C:42]6[CH:47]=[N:46][CH:45]=[CH:44][N:43]=6)[C:27](=[O:48])[N:26]([CH3:25])[CH:31]=5)[CH:7]=[CH:6][N:5]=4)[CH2:19][CH2:18][C:17]=3[C:16]=2[CH2:15]1. (2) The reactants are [F:1][C:2]1[CH:3]=[C:4]([CH:8]=[CH:9][C:10]=1[OH:11])[C:5]([OH:7])=O.C1CN([P+](ON2N=NC3C=CC=CC2=3)(N2CCCC2)N2CCCC2)CC1.F[P-](F)(F)(F)(F)F.Cl.[CH2:46]([O:48][C:49](=[O:53])[CH2:50][CH2:51][NH2:52])[CH3:47].C(N(C(C)C)C(C)C)C.[Cl-].[NH4+]. The catalyst is CN(C)C=O.O.C(OCC)(=O)C. The product is [CH2:46]([O:48][C:49](=[O:53])[CH2:50][CH2:51][NH:52][C:5](=[O:7])[C:4]1[CH:8]=[CH:9][C:10]([OH:11])=[C:2]([F:1])[CH:3]=1)[CH3:47]. The yield is 0.760. (3) The reactants are [F:1][C:2]([F:18])([F:17])[C:3]1[CH:16]=[CH:15][C:6]([C:7]([NH:9][CH:10]([CH3:14])[C:11]([OH:13])=O)=O)=[CH:5][CH:4]=1.[C:19](Cl)(=[O:23])C(Cl)=O.[CH3:25][OH:26]. The catalyst is CN(C=O)C. The product is [CH3:25][O:26][C:19]([C:11]1[O:13][C:7]([C:6]2[CH:5]=[CH:4][C:3]([C:2]([F:1])([F:17])[F:18])=[CH:16][CH:15]=2)=[N:9][C:10]=1[CH3:14])=[O:23]. The yield is 0.350.